From a dataset of Experimentally validated miRNA-target interactions with 360,000+ pairs, plus equal number of negative samples. Binary Classification. Given a miRNA mature sequence and a target amino acid sequence, predict their likelihood of interaction. (1) The miRNA is hsa-miR-3612 with sequence AGGAGGCAUCUUGAGAAAUGGA. The protein sequence of the target gene is MALPLKVLSRSMASAAKGDHGGAGANTWRLLTFVLALPGVALCSLNCWMHAGHHERPEFIPYHHLRIRTKPFAWGDGNHTLFHNPHVNPLPTGYEHP. Result: 0 (no interaction). (2) The miRNA is hsa-miR-34a-5p with sequence UGGCAGUGUCUUAGCUGGUUGU. The protein sequence of the target gene is MAENGESSGPPRPSRGPAAAQGSAAAPAEPKIIKVTVKTPKEKEEFAVPENSSVQQFKEAISKRFKSQTDQLVLIFAGKILKDQDTLIQHGIHDGLTVHLVIKSQNRPQGQSTQPSNAAGTNTTSASTPRSNSTPISTNSNPFGLGSLGGLAGLSSLGLSSTNFSELQSQMQQQLMASPEMMIQIMENPFVQSMLSNPDLMRQLIMANPQMQQLIQRNPEISHLLNNPDIMRQTLEIARNPAMMQEMMRNQDLALSNLESIPGGYNALRRMYTDIQEPMLNAAQEQFGGNPFASVGSSSS.... Result: 1 (interaction). (3) The protein sequence of the target gene is MSAAKENPCRKFQANIFNKSKCQNCFKPRESHLLNDEDLTQAKPIYGGWLLLAPDGTDFDNPVHRSRKWQRRFFILYEHGLLRYALDEMPTTLPQGTINMNQCTDVVDGEGRTGQKFSLCILTPEKEHFIRAETKEIVSGWLEMLMVYPRTNKQNQKKKRKVEPPTPQEPGPAKVAVTSSSSSSSSSSSIPSAEKVPTTKSTLWQEEMRTKDQPDGSSLSPAQSPSQSQPPAASSLREPGLESKEEESAMSSDRMDCGRKVRVESGYFSLEKTKQDLKAEEQQLPPPLSPPSPSTPNHRR.... The miRNA is hsa-miR-5190 with sequence CCAGUGACUGAGCUGGAGCCA. Result: 1 (interaction). (4) The miRNA is hsa-miR-371b-3p with sequence AAGUGCCCCCACAGUUUGAGUGC. The protein sequence of the target gene is MSMLKPSGLKAPTKILKPGSTALKTPTAVVAPVEKTISSEKASSTPSSETQEEFVDDFRVGERVWVNGNKPGFIQFLGETQFAPGQWAGIVLDEPIGKNDGSVAGVRYFQCEPLKGIFTRPSKLTRKVQAEDEANGLQTTPASRATSPLCTSTASMVSSSPSTPSNIPQKPSQPAAKEPSATPPISNLTKTASESISNLSEAGSIKKGERELKIGDRVLVGGTKAGVVRFLGETDFAKGEWCGVELDEPLGKNDGAVAGTRYFQCQPKYGLFAPVHKVTKIGFPSTTPAKAKANAVRRVM.... Result: 0 (no interaction). (5) The miRNA is hsa-miR-373-5p with sequence ACUCAAAAUGGGGGCGCUUUCC. The protein sequence of the target gene is MGSENSALKSYTLREPPFTLPSGLAVYPAVLQDGKFASVFVYKRENEDKVNKAAKHLKTLRHPCLLRFLSCTVEADGIHLVTERVQPLEVALETLSSAEVCAGIYDILLALIFLHDRGHLTHNNVCLSSVFVSEDGHWKLGGMETVCKVSQATPEFLRSIQSIRDPASIPPEEMSPEFTTLPECHGHARDAFSFGTLVESLLTILNEQVSADVLSSFQQTLHSTLLNPIPKCRPALCTLLSHDFFRNDFLEVVNFLKSLTLKSEEEKTEFFKFLLDRVSCLSEELIASRLVPLLLNQLVF.... Result: 1 (interaction). (6) The miRNA is hsa-miR-4777-3p with sequence AUACCUCAUCUAGAAUGCUGUA. The protein sequence of the target gene is MSALNWKPFVYGGLASITAECGTFPIDLTKTRLQIQGQTNDAKFKEIRYRGMLHALVRIGREEGLKALYSGIAPAMLRQASYGTIKIGTYQSLKRLFIERPEDETLPINVICGILSGVISSTIANPTDVLKIRMQAQSNTIQGGMIGNFMNIYQQEGTRGLWKGVSLTAQRAAIVVGVELPVYDITKKHLILSGLMGDTVYTHFLSSFTCGLAGALASNPVDVVRTRMMNQRVLRDGRCSGYTGTLDCLLQTWKNEGFFALYKGFWPNWLRLGPWNIIFFVTYEQLKKLDL. Result: 0 (no interaction). (7) The miRNA is cel-miR-799 with sequence UGAACCCUGAUAAAGCUAGUGG. The protein sequence of the target gene is MDRTLESLRHIIAQVLPHRDPALVFKDLNVVSMLQEFWESKQQQKAAFPSEGVVVYESLPAPGPPFVSYVTLPGGSCFGNFQCCLSRAEARRDAAKVALINSLFNELPSRRITKEFIMESVQEAVASTSGTLDDADDPSTSVGAYHYMLESNMGKTMLEFQELMTIFQLLHWNGSLKALRETKCSRQEVISYYSQYSLDEKMRSHMALDWIMKERDSPGIVSQELRMALRQLEEARKAGQELRFYKEKKEILSLALTQICSDPDTSSPSDDQLSLTALCGYH. Result: 0 (no interaction).